The task is: Predict the reactants needed to synthesize the given product.. This data is from Full USPTO retrosynthesis dataset with 1.9M reactions from patents (1976-2016). (1) Given the product [CH3:1][C:2]1[CH:12]=[C:11]([O:13][CH2:14]/[CH:15]=[C:16](/[C:32]2[CH:37]=[CH:36][C:35]([CH3:38])=[CH:34][CH:33]=2)\[C:17]2[CH:18]=[CH:19][C:20]([C:23]#[C:24][C:25]3[CH:40]=[CH:39][CH:28]=[CH:27][N:26]=3)=[CH:21][CH:22]=2)[CH:10]=[CH:9][C:3]=1[O:4][CH2:5][C:6]([O:8][CH3:48])=[O:7], predict the reactants needed to synthesize it. The reactants are: [CH3:1][C:2]1[CH:12]=[C:11]([O:13][CH2:14]/[CH:15]=[C:16](/[C:32]2[CH:37]=[CH:36][C:35]([CH3:38])=[CH:34][CH:33]=2)\[C:17]2[CH:22]=[CH:21][C:20]([C:23]#[C:24][CH2:25][N:26]3CCO[CH2:28][CH2:27]3)=[CH:19][CH:18]=2)[CH:10]=[CH:9][C:3]=1[O:4][CH2:5][C:6]([OH:8])=[O:7].[C:39](C1C=CC=CN=1)#[CH:40].O1CCC[CH2:48]1. (2) Given the product [NH2:7][C:6]1[CH:8]=[C:2]([N:22]2[CH2:21][CH2:20][N:19]([C:17]([O:16][C:12]([CH3:15])([CH3:14])[CH3:13])=[O:18])[CH2:24][CH2:23]2)[CH:3]=[CH:4][C:5]=1[N+:9]([O-:11])=[O:10], predict the reactants needed to synthesize it. The reactants are: F[C:2]1[CH:3]=[CH:4][C:5]([N+:9]([O-:11])=[O:10])=[C:6]([CH:8]=1)[NH2:7].[C:12]([O:16][C:17]([N:19]1[CH2:24][CH2:23][NH:22][CH2:21][CH2:20]1)=[O:18])([CH3:15])([CH3:14])[CH3:13].[O-]P([O-])([O-])=O.[K+].[K+].[K+].O. (3) Given the product [Cl:1][C:2]1[CH:7]=[CH:6][N:5]=[C:4]([C:8]2[O:9][CH:12]=[N:11][N:10]=2)[CH:3]=1, predict the reactants needed to synthesize it. The reactants are: [Cl:1][C:2]1[CH:7]=[CH:6][N:5]=[C:4]([C:8]([NH:10][NH2:11])=[O:9])[CH:3]=1.[CH:12](OCC)(OCC)OCC. (4) Given the product [Cl:19][C:10]1[C:9]2[C:4](=[CH:5][CH:6]=[C:7]([I:20])[CH:8]=2)[N:3]=[C:2]([O:22][CH3:21])[C:11]=1[CH2:12][CH:13]1[CH2:18][CH2:17][O:16][CH2:15][CH2:14]1, predict the reactants needed to synthesize it. The reactants are: Cl[C:2]1[C:11]([CH2:12][CH:13]2[CH2:18][CH2:17][O:16][CH2:15][CH2:14]2)=[C:10]([Cl:19])[C:9]2[C:4](=[CH:5][CH:6]=[C:7]([I:20])[CH:8]=2)[N:3]=1.[CH3:21][O-:22].[Na+]. (5) Given the product [Cl:8][C:6]1[CH:5]=[CH:4][C:3]([CH3:9])=[C:2]([CH:7]=1)[C:24]([C@@H:26]1[CH2:31][CH2:30][CH2:29][N:28]([C:32]([O:34][C:35]([CH3:38])([CH3:37])[CH3:36])=[O:33])[CH2:27]1)=[O:25], predict the reactants needed to synthesize it. The reactants are: Br[C:2]1[CH:7]=[C:6]([Cl:8])[CH:5]=[CH:4][C:3]=1[CH3:9].[Li]CCCC.CCCCCC.CON(C)[C:24]([C@@H:26]1[CH2:31][CH2:30][CH2:29][N:28]([C:32]([O:34][C:35]([CH3:38])([CH3:37])[CH3:36])=[O:33])[CH2:27]1)=[O:25]. (6) Given the product [F:15][C:6]1[CH:5]=[C:4]([N:16]2[C:20]3[N:21]=[C:22]([NH:25][C:26]4[CH:31]=[CH:30][C:29]([CH3:32])=[C:28]([CH:27]=4)[CH2:33][N:34]4[CH2:39][CH2:38][N:37]([CH:46]=[O:49])[CH2:36][CH2:35]4)[N:23]=[CH:24][C:19]=3[CH:18]=[CH:17]2)[CH:3]=[C:2]([F:1])[C:7]=1[CH2:8][N:9]1[CH2:14][CH2:13][O:12][CH2:11][CH2:10]1, predict the reactants needed to synthesize it. The reactants are: [F:1][C:2]1[CH:3]=[C:4]([N:16]2[C:20]3[N:21]=[C:22]([NH:25][C:26]4[CH:31]=[CH:30][C:29]([CH3:32])=[C:28]([CH2:33][N:34]5[CH2:39][CH2:38][NH:37][CH2:36][CH2:35]5)[CH:27]=4)[N:23]=[CH:24][C:19]=3[CH:18]=[CH:17]2)[CH:5]=[C:6]([F:15])[C:7]=1[CH2:8][N:9]1[CH2:14][CH2:13][O:12][CH2:11][CH2:10]1.[N+](C1C=C[C:46]([O:49]C=O)=CC=1)([O-])=O.C(N(CC)CC)C. (7) Given the product [N+:11]([C:6]1[S:7][C:3]2[CH2:2][CH2:1][CH2:10][C:8](=[O:9])[C:4]=2[CH:5]=1)([O-:13])=[O:12], predict the reactants needed to synthesize it. The reactants are: [CH2:1]1[CH2:10][C:8](=[O:9])[C:4]2[CH:5]=[CH:6][S:7][C:3]=2[CH2:2]1.[N+:11]([O-])([OH:13])=[O:12].